From a dataset of Catalyst prediction with 721,799 reactions and 888 catalyst types from USPTO. Predict which catalyst facilitates the given reaction. (1) Reactant: [Li+].[BH4-].C[O:4][C:5]([C:7]1[C:11]([Cl:12])=[C:10]([Cl:13])[S:9][N:8]=1)=O. Product: [OH:4][CH2:5][C:7]1[C:11]([Cl:12])=[C:10]([Cl:13])[S:9][N:8]=1. The catalyst class is: 1. (2) The catalyst class is: 3. Product: [Br:18][C:5]1[C:4]([C:7]([F:10])([F:9])[F:8])=[N:3][N:2]([CH3:1])[CH:6]=1. Reactant: [CH3:1][N:2]1[CH:6]=[CH:5][C:4]([C:7]([F:10])([F:9])[F:8])=[N:3]1.C1C(=O)N([Br:18])C(=O)C1. (3) Reactant: [NH:1]1[C:5]2[CH:6]=[CH:7][CH:8]=[CH:9][C:4]=2[N:3]=[C:2]1[CH:10]([C:12]1[CH:17]=[CH:16][CH:15]=[CH:14][CH:13]=1)[OH:11].[CH3:18][N:19]1[CH2:23][CH2:22][CH:21](O)[CH2:20]1.O.[OH-].[Na+]. Product: [CH3:18][N:19]1[CH2:23][CH2:22][CH:21]([O:11][CH:10]([C:12]2[CH:17]=[CH:16][CH:15]=[CH:14][CH:13]=2)[C:2]2[NH:3][C:4]3[CH:9]=[CH:8][CH:7]=[CH:6][C:5]=3[N:1]=2)[CH2:20]1. The catalyst class is: 501.